This data is from Peptide-MHC class I binding affinity with 185,985 pairs from IEDB/IMGT. The task is: Regression. Given a peptide amino acid sequence and an MHC pseudo amino acid sequence, predict their binding affinity value. This is MHC class I binding data. (1) The MHC is HLA-A02:02 with pseudo-sequence HLA-A02:02. The binding affinity (normalized) is 0. The peptide sequence is DVHPGEPVV. (2) The peptide sequence is CATKNRDTW. The MHC is Mamu-B17 with pseudo-sequence Mamu-B17. The binding affinity (normalized) is 0.763. (3) The peptide sequence is EVREFLGSY. The MHC is HLA-B40:01 with pseudo-sequence HLA-B40:01. The binding affinity (normalized) is 0.0847. (4) The peptide sequence is MLKLFTHDI. The MHC is HLA-A02:03 with pseudo-sequence HLA-A02:03. The binding affinity (normalized) is 0.683. (5) The peptide sequence is TVFKGFVNK. The MHC is HLA-B40:01 with pseudo-sequence HLA-B40:01. The binding affinity (normalized) is 0.0847. (6) The peptide sequence is YNTPTFAIK. The MHC is HLA-A03:01 with pseudo-sequence HLA-A03:01. The binding affinity (normalized) is 0.437. (7) The peptide sequence is DYKECEWPL. The MHC is HLA-A02:16 with pseudo-sequence HLA-A02:16. The binding affinity (normalized) is 0.0847. (8) The peptide sequence is MLTFDVFRPL. The MHC is HLA-A02:03 with pseudo-sequence HLA-A02:03. The binding affinity (normalized) is 0.356. (9) The peptide sequence is FPHTELANL. The MHC is HLA-B14:02 with pseudo-sequence HLA-B14:02. The binding affinity (normalized) is 0.0847.